The task is: Predict the reaction yield, written as a fraction of the theoretical maximum amount of product (1.0 means a 100% yield; for example, 0.34 means a 34% yield).. This data is from Reaction yield outcomes from USPTO patents with 853,638 reactions. (1) The reactants are Cl[C:2]1[N:3]=[C:4]([N:22]2[CH2:27][CH2:26][O:25][CH2:24][CH2:23]2)[C:5]2[S:10][C:9]([CH2:11][N:12]3[CH2:17][CH2:16][N:15]([S:18]([CH3:21])(=[O:20])=[O:19])[CH2:14][CH2:13]3)=[CH:8][C:6]=2[N:7]=1.C([Sn](CCCC)(CCCC)[C:33]1[S:37][CH:36]=[N:35][CH:34]=1)CCC. The catalyst is CC(N(C)C)=O.C1C=CC([P]([Pd]([P](C2C=CC=CC=2)(C2C=CC=CC=2)C2C=CC=CC=2)([P](C2C=CC=CC=2)(C2C=CC=CC=2)C2C=CC=CC=2)[P](C2C=CC=CC=2)(C2C=CC=CC=2)C2C=CC=CC=2)(C2C=CC=CC=2)C2C=CC=CC=2)=CC=1. The product is [O:25]1[CH2:26][CH2:27][N:22]([C:4]2[C:5]3[S:10][C:9]([CH2:11][N:12]4[CH2:17][CH2:16][N:15]([S:18]([CH3:21])(=[O:20])=[O:19])[CH2:14][CH2:13]4)=[CH:8][C:6]=3[N:7]=[C:2]([C:33]3[S:37][CH:36]=[N:35][CH:34]=3)[N:3]=2)[CH2:23][CH2:24]1. The yield is 0.500. (2) The reactants are [Br:1][C:2]1[CH:7]=[CH:6][CH:5]=[CH:4][C:3]=1[CH2:8][N:9]1[C:14](=[O:15])[C:13]([C:16]([NH:18][CH2:19][C:20]([O:22]CC)=[O:21])=[O:17])=[C:12]([OH:25])[C:11]([C:26](OC)=[O:27])=[C:10]1[OH:30].[CH2:31]([NH2:35])[CH:32]([CH3:34])[CH3:33].Cl. The catalyst is C(Cl)(Cl)Cl. The product is [Br:1][C:2]1[CH:7]=[CH:6][CH:5]=[CH:4][C:3]=1[CH2:8][N:9]1[C:10]([OH:30])=[C:11]([C:26]([NH:35][CH2:31][CH:32]([CH3:34])[CH3:33])=[O:27])[C:12]([OH:25])=[C:13]([C:16]([NH:18][CH2:19][C:20]([OH:22])=[O:21])=[O:17])[C:14]1=[O:15]. The yield is 0.698. (3) The reactants are [CH3:1][C:2]1([CH3:16])[C:6]([CH3:8])([CH3:7])[O:5][B:4]([C:9]2[CH:10]=[C:11]([OH:15])[CH:12]=[CH:13][CH:14]=2)[O:3]1.CCN(CC)CC.[N:24]1([C:30](Cl)=[O:31])[CH2:29][CH2:28][O:27][CH2:26][CH2:25]1.O. The catalyst is CN(C1C=CN=CC=1)C.C(Cl)Cl. The product is [N:24]1([C:30]([O:15][C:11]2[CH:12]=[CH:13][CH:14]=[C:9]([B:4]3[O:3][C:2]([CH3:16])([CH3:1])[C:6]([CH3:7])([CH3:8])[O:5]3)[CH:10]=2)=[O:31])[CH2:29][CH2:28][O:27][CH2:26][CH2:25]1. The yield is 0.790. (4) The reactants are [N:1]1[CH:6]=[CH:5][CH:4]=[C:3]([C:7]2[CH:8]=[C:9]([CH:14]=[CH:15][CH:16]=2)[C:10]([O:12]C)=[O:11])[CH:2]=1.[OH-].[Na+]. The catalyst is CO. The product is [N:1]1[CH:6]=[CH:5][CH:4]=[C:3]([C:7]2[CH:8]=[C:9]([CH:14]=[CH:15][CH:16]=2)[C:10]([OH:12])=[O:11])[CH:2]=1. The yield is 0.900. (5) The reactants are [CH2:1]([O:8][CH:9]1[C:17]([CH3:19])([CH3:18])[CH2:16][C:15]2[NH:14][N:13]=[C:12]([C:20]([OH:22])=[O:21])[C:11]=2[CH2:10]1)[C:2]1[CH:7]=[CH:6][CH:5]=[CH:4][CH:3]=1.F[C:24]1[CH:29]=[C:28]([I:30])[CH:27]=[CH:26][N:25]=1. No catalyst specified. The product is [CH2:1]([O:8][CH:9]1[C:17]([CH3:19])([CH3:18])[CH2:16][C:15]2[N:14]([C:24]3[CH:29]=[C:28]([I:30])[CH:27]=[CH:26][N:25]=3)[N:13]=[C:12]([C:20]([OH:22])=[O:21])[C:11]=2[CH2:10]1)[C:2]1[CH:7]=[CH:6][CH:5]=[CH:4][CH:3]=1. The yield is 0.830. (6) The reactants are C(N(CC)CC)C.[NH2:8][C:9]1[C:10]([I:23])=[C:11]([C:20](Cl)=[O:21])[C:12]([I:19])=[C:13]([C:17]=1[I:18])[C:14](Cl)=[O:15].[NH2:24][CH2:25][CH:26]([OH:29])[CH2:27][OH:28].[NH2:30][CH:31]([CH2:34][OH:35])[CH2:32][OH:33]. The catalyst is CC(N(C)C)=O.O. The product is [NH2:8][C:9]1[C:10]([I:23])=[C:11]([C:20]([NH:24][CH2:25][CH:26]([OH:29])[CH2:27][OH:28])=[O:21])[C:12]([I:19])=[C:13]([C:17]=1[I:18])[C:14]([NH:30][CH:31]([CH2:34][OH:35])[CH2:32][OH:33])=[O:15]. The yield is 0.570. (7) The reactants are [CH3:1][CH:2]1[CH2:7][CH2:6][CH2:5][CH:4]([CH3:8])[CH:3]1[OH:9].[H-].[Na+].Cl[C:13]1[CH:14]=[CH:15][C:16]2[CH2:17][N:18]([C:24]([O:26][C:27]([CH3:30])([CH3:29])[CH3:28])=[O:25])[CH2:19][CH2:20][O:21][C:22]=2[N:23]=1.O. The catalyst is C1(C)C=CC=CC=1.C1C=CC(/C=C/C(/C=C/C2C=CC=CC=2)=O)=CC=1.C1C=CC(/C=C/C(/C=C/C2C=CC=CC=2)=O)=CC=1.C1C=CC(/C=C/C(/C=C/C2C=CC=CC=2)=O)=CC=1.[Pd].[Pd].C1C=CC(P(C2C(C3C(P(C4C=CC=CC=4)C4C=CC=CC=4)=CC=C4C=3C=CC=C4)=C3C(C=CC=C3)=CC=2)C2C=CC=CC=2)=CC=1. The product is [CH3:1][CH:2]1[CH2:7][CH2:6][CH2:5][CH:4]([CH3:8])[CH:3]1[O:9][C:13]1[CH:14]=[CH:15][C:16]2[CH2:17][N:18]([C:24]([O:26][C:27]([CH3:30])([CH3:29])[CH3:28])=[O:25])[CH2:19][CH2:20][O:21][C:22]=2[N:23]=1. The yield is 0.770.